From a dataset of Experimentally validated miRNA-target interactions with 360,000+ pairs, plus equal number of negative samples. Binary Classification. Given a miRNA mature sequence and a target amino acid sequence, predict their likelihood of interaction. (1) The miRNA is hsa-miR-5706 with sequence UUCUGGAUAACAUGCUGAAGCU. The protein sequence of the target gene is MAEAAPARDPETDKHTEDQSPSTPLPQPAAEKNSYLYSTEITLWTVVAAIQALEKKVDSCLTRLLTLEGRTGTAEKKLADCEKTAVEFGNQLEGKWAVLGTLLQEYGLLQRRLENVENLLRNRNFWILRLPPGSKGEAPKVPVTFDDVAVYFSELEWGKLEDWQKELYKHVMRGNYETLVSLDYAISKPDILTRIERGEEPCLDRWGQEKGNEVEVGRPRMMGTGLPPYPEHLTSPLSPAQEELKEGQAPKQQQDSEARVAPAGPEAGLALRTDLQGEAQI. Result: 0 (no interaction). (2) The miRNA is hsa-miR-758-5p with sequence GAUGGUUGACCAGAGAGCACAC. The protein sequence of the target gene is MPSVSPAGPSAGAVPNATAVTTVRTNASGLEVPLFHLFARLDEELHGTFPGLWLALMAVHGAIFLAGLVLNGLALYVFCCRTRAKTPSVIYTINLVVTDLLVGLSLPTRFAVYYGARGCLRCAFPHVLGYFLNMHCSILFLTCICVDRYLAIVRPEGSRRCRQPACARAVCAFVWLAAGAVTLSVLGVTGSRPCCRVFALTVLEFLLPLLVISVFTGRIMCALSRPGLLHQGRQRRVRAMQLLLTVLIIFLVCFTPFHARQVAVALWPDMPHHTSLVVYHVAVTLSSLNSCMDPIVYCFV.... Result: 0 (no interaction).